Task: Predict the reactants needed to synthesize the given product.. Dataset: Full USPTO retrosynthesis dataset with 1.9M reactions from patents (1976-2016) (1) Given the product [CH2:57]([CH:56]([C:46]1[CH:47]=[CH:48][CH:49]=[C:50]([CH:51]([CH2:54][CH3:55])[CH2:52][CH3:53])[C:45]=1[NH:44][CH2:43][C:41]1[CH:40]=[CH:39][CH:38]=[C:37]([C:14]2[C:15]3[C:20](=[CH:19][CH:18]=[CH:17][CH:16]=3)[CH:21]=[CH:22][C:13]=2[CH2:12][NH:11][C:10]2[CH:32]=[CH:33][CH:34]=[CH:35][C:9]=2[CH3:8])[N:42]=1)[CH2:59][CH3:60])[CH3:58], predict the reactants needed to synthesize it. The reactants are: C([O-])([O-])=O.[Na+].[Na+].O.[CH3:8][C:9]1[CH:35]=[CH:34][CH:33]=[CH:32][C:10]=1[NH:11][CH2:12][C:13]1[CH:22]=[CH:21][C:20]2[C:15](=[CH:16][CH:17]=[CH:18][CH:19]=2)[C:14]=1B1OC(C)(C)C(C)(C)O1.Br[C:37]1[N:42]=[C:41]([CH2:43][NH:44][C:45]2[C:50]([CH:51]([CH2:54][CH3:55])[CH2:52][CH3:53])=[CH:49][CH:48]=[CH:47][C:46]=2[CH:56]([CH2:59][CH3:60])[CH2:57][CH3:58])[CH:40]=[CH:39][CH:38]=1. (2) Given the product [NH2:30][C:27]1[CH:28]=[CH:29][C:24]([CH2:23][C:22]([NH:21][C:20]2[C:14]3[C:15](=[N:16][CH:17]=[C:12]([S:11][C:6]4[CH:5]=[C:4]([F:3])[CH:9]=[C:8]([F:10])[CH:7]=4)[CH:13]=3)[NH:18][N:19]=2)=[O:33])=[CH:25][CH:26]=1, predict the reactants needed to synthesize it. The reactants are: [Cl-].[NH4+].[F:3][C:4]1[CH:5]=[C:6]([S:11][C:12]2[CH:13]=[C:14]3[C:20]([NH:21][C:22](=[O:33])[CH2:23][C:24]4[CH:29]=[CH:28][C:27]([N+:30]([O-])=O)=[CH:26][CH:25]=4)=[N:19][NH:18][C:15]3=[N:16][CH:17]=2)[CH:7]=[C:8]([F:10])[CH:9]=1. (3) Given the product [F:1][C:2]1[C:7]([O:8][CH2:21][CH2:22][CH2:23][CH2:24][CH2:25][CH2:26][CH3:27])=[CH:6][CH:5]=[CH:4][C:3]=1[CH2:9][NH:10][C:11](=[O:19])[C:12]1[CH:17]=[CH:16][CH:15]=[N:14][C:13]=1[NH2:18], predict the reactants needed to synthesize it. The reactants are: [F:1][C:2]1[C:7]([OH:8])=[CH:6][CH:5]=[CH:4][C:3]=1[CH2:9][NH:10][C:11](=[O:19])[C:12]1[CH:17]=[CH:16][CH:15]=[N:14][C:13]=1[NH2:18].I[CH2:21][CH2:22][CH2:23][CH2:24][CH2:25][CH2:26][CH3:27].C(=O)([O-])[O-].[Cs+].[Cs+].C(=O)(O)[O-].[Na+]. (4) Given the product [C:22]([O:5][C@@H:6]1[C@H:11]([F:12])[CH2:10][CH2:9][CH2:8][C@@H:7]1[O:13][CH2:14][C:15]1[CH:20]=[CH:19][CH:18]=[CH:17][CH:16]=1)(=[O:23])[CH3:21], predict the reactants needed to synthesize it. The reactants are: CS([O:5][C@H:6]1[C@H:11]([F:12])[CH2:10][CH2:9][CH2:8][C@@H:7]1[O:13][CH2:14][C:15]1[CH:20]=[CH:19][CH:18]=[CH:17][CH:16]=1)(=O)=O.[CH2:21]1OCCOCCOCCOCCOCC[O:23][CH2:22]1. (5) Given the product [Cl:9][C:6]1[CH:5]=[C:4]([C:10]2[N:15]=[N:14][C:13]([O:16][CH2:17][C:18]3[CH:25]=[CH:24][C:21]([CH2:22][NH:37][CH2:36][C:26]4[C:35]5[C:30](=[CH:31][CH:32]=[CH:33][CH:34]=5)[CH:29]=[CH:28][CH:27]=4)=[CH:20][CH:19]=3)=[N:12][CH:11]=2)[CH:3]=[C:2]([Cl:1])[C:7]=1[OH:8], predict the reactants needed to synthesize it. The reactants are: [Cl:1][C:2]1[CH:3]=[C:4]([C:10]2[N:15]=[N:14][C:13]([O:16][CH2:17][C:18]3[CH:25]=[CH:24][C:21]([CH:22]=O)=[CH:20][CH:19]=3)=[N:12][CH:11]=2)[CH:5]=[C:6]([Cl:9])[C:7]=1[OH:8].[C:26]1([CH2:36][NH2:37])[C:35]2[C:30](=[CH:31][CH:32]=[CH:33][CH:34]=2)[CH:29]=[CH:28][CH:27]=1. (6) Given the product [F:41][C:38]1[CH:37]=[CH:36][C:35]([CH:10]([CH:7]2[CH2:6][CH2:5][N:4]([CH:1]([CH3:3])[CH3:2])[CH2:9][CH2:8]2)[CH2:11][N:13]2[CH2:18][CH2:17][N:16]([CH2:19][CH2:20][CH2:21][CH2:22][C:23]3[C:32]4[C:27](=[CH:28][CH:29]=[CH:30][CH:31]=4)[CH:26]=[CH:25][C:24]=3[O:33][CH3:34])[CH2:15][CH2:14]2)=[CH:40][CH:39]=1, predict the reactants needed to synthesize it. The reactants are: [CH:1]([N:4]1[CH2:9][CH2:8][CH:7]([CH:10]([C:35]2[CH:40]=[CH:39][C:38]([F:41])=[CH:37][CH:36]=2)[C:11]([N:13]2[CH2:18][CH2:17][N:16]([CH2:19][CH2:20][CH2:21][CH2:22][C:23]3[C:32]4[C:27](=[CH:28][CH:29]=[CH:30][CH:31]=4)[CH:26]=[CH:25][C:24]=3[O:33][CH3:34])[CH2:15][CH2:14]2)=O)[CH2:6][CH2:5]1)([CH3:3])[CH3:2].[H-].[Al+3].[Li+].[H-].[H-].[H-]. (7) Given the product [CH2:22]([O:8][C:7](=[O:9])[C:6]1[CH:10]=[CH:11][CH:12]=[C:4]([N:2]2[C:17]([NH2:18])=[CH:16][C:15]([C:14]([CH3:21])([CH3:20])[CH3:13])=[N:3]2)[CH:5]=1)[CH3:23], predict the reactants needed to synthesize it. The reactants are: Cl.[NH:2]([C:4]1[CH:5]=[C:6]([CH:10]=[CH:11][CH:12]=1)[C:7]([OH:9])=[O:8])[NH2:3].[CH3:13][C:14]([CH3:21])([CH3:20])[C:15](=O)[CH2:16][C:17]#[N:18].[CH2:22](O)[CH3:23].